This data is from Reaction yield outcomes from USPTO patents with 853,638 reactions. The task is: Predict the reaction yield, written as a fraction of the theoretical maximum amount of product (1.0 means a 100% yield; for example, 0.34 means a 34% yield). (1) The reactants are [F:1][C:2]1[C:7](I)=[CH:6][N:5]=[C:4]([N:9]2[CH2:14][CH2:13][N:12]([C:15]([O:17][C:18]([CH3:21])([CH3:20])[CH3:19])=[O:16])[CH2:11][CH2:10]2)[CH:3]=1.[Cl-].[Li+].C([Mg]Cl)(C)C.[C:29](=[O:31])=[O:30]. The catalyst is O1CCCC1. The product is [C:18]([O:17][C:15]([N:12]1[CH2:13][CH2:14][N:9]([C:4]2[CH:3]=[C:2]([F:1])[C:7]([C:29]([OH:31])=[O:30])=[CH:6][N:5]=2)[CH2:10][CH2:11]1)=[O:16])([CH3:21])([CH3:20])[CH3:19]. The yield is 0.580. (2) The reactants are [Br:1][C:2]1[C:3]([F:12])=[C:4]2[C:10]([NH2:11])=[CH:9][NH:8][C:5]2=[N:6][CH:7]=1.[Cl:13][C:14]1[CH:15]=[C:16]([CH:20]=[CH:21][C:22]=1[F:23])[C:17](O)=[O:18].C1N(P(Cl)(N2C(=O)OCC2)=O)C(=O)OC1.C(N(CC)CC)C.[Li+].[OH-]. The catalyst is C(Cl)Cl.O. The product is [Br:1][C:2]1[C:3]([F:12])=[C:4]2[C:10]([NH:11][C:17](=[O:18])[C:16]3[CH:20]=[CH:21][C:22]([F:23])=[C:14]([Cl:13])[CH:15]=3)=[CH:9][NH:8][C:5]2=[N:6][CH:7]=1. The yield is 0.710. (3) The reactants are Cl[C:2]1[CH:7]=[CH:6][C:5]([N+:8]([O-:10])=[O:9])=[C:4]([O:11][CH3:12])[CH:3]=1.[N:13]1[CH:18]=[CH:17][C:16](B(O)O)=[CH:15][CH:14]=1.C([O-])([O-])=O.[Na+].[Na+]. The catalyst is O1CCOCC1.Cl[Pd](Cl)([P](C1C=CC=CC=1)(C1C=CC=CC=1)C1C=CC=CC=1)[P](C1C=CC=CC=1)(C1C=CC=CC=1)C1C=CC=CC=1. The product is [CH3:12][O:11][C:4]1[CH:3]=[C:2]([C:16]2[CH:17]=[CH:18][N:13]=[CH:14][CH:15]=2)[CH:7]=[CH:6][C:5]=1[N+:8]([O-:10])=[O:9]. The yield is 0.800. (4) The reactants are C([O:3][C:4]([C:6]1[C:11]([Cl:12])=[CH:10][C:9](=[O:13])[N:8]([CH3:14])[CH:7]=1)=[O:5])C.[OH-].[Na+].Cl. The catalyst is O1CCCC1.C(#N)C.O. The product is [Cl:12][C:11]1[C:6]([C:4]([OH:5])=[O:3])=[CH:7][N:8]([CH3:14])[C:9](=[O:13])[CH:10]=1. The yield is 0.370.